This data is from Drug-target binding data from BindingDB using Ki measurements. The task is: Regression. Given a target protein amino acid sequence and a drug SMILES string, predict the binding affinity score between them. We predict pKi (pKi = -log10(Ki in M); higher means stronger inhibition). Dataset: bindingdb_ki. (1) The drug is c1ccc(OC[C@H]2CN(CCN3CCc4ccccc43)CCO2)nc1. The target protein (P51436) has sequence MGNSSATEDGGLLAGRGPESLGTGAGLGGAGAAALVGGVLLIGLVLAGNSLVCVSVASERTLQTPTNYFIVSLAAADLLLAVLVLPLFVYSEVQGGVWLLSPRLCDTLMAMDVMLCTASIFNLCAISVDRFVAVTVPLRYNQQGQCQLLLIAATWLLSAAVASPVVCGLNDVPGRDPAVCCLENRDYVVYSSVCSFFLPCPLMLLLYWATFRGLRRWEAARHTKLHSRAPRRPSGPGPPVSDPTQGPFFPDCPPPLPSLRTSPSDSSRPESELSQRPCSPGCLLADAALPQPPEPSSRRRRGAKITGRERKAMRVLPVVVGAFLVCWTPFFVVHITRALCPACFVSPRLVSAVTWLGYVNSALNPIIYTIFNAEFRSVFRKTLRLRC. The pKi is 6.1. (2) The compound is NC(=O)c1cn2c(n1)-c1cc(C#CC3(O)CCC3)c(F)cc1C1CC2C1. The target protein (Q99558) has sequence MAVMEMACPGAPGSAVGQQKELPKAKEKTPPLGKKQSSVYKLEAVEKSPVFCGKWEILNDVITKGTAKEGSEAGPAAISIIAQAECENSQEFSPTFSERIFIAGSKQYSQSESLDQIPNNVAHATEGKMARVCWKGKRRSKARKKRKKKSSKSLAHAGVALAKPLPRTPEQESCTIPVQEDESPLGAPYVRNTPQFTKPLKEPGLGQLCFKQLGEGLRPALPRSELHKLISPLQCLNHVWKLHHPQDGGPLPLPTHPFPYSRLPHPFPFHPLQPWKPHPLESFLGKLACVDSQKPLPDPHLSKLACVDSPKPLPGPHLEPSCLSRGAHEKFSVEEYLVHALQGSVSSGQAHSLTSLAKTWAARGSRSREPSPKTEDNEGVLLTEKLKPVDYEYREEVHWATHQLRLGRGSFGEVHRMEDKQTGFQCAVKKVRLEVFRAEELMACAGLTSPRIVPLYGAVREGPWVNIFMELLEGGSLGQLVKEQGCLPEDRALYYLGQAL.... The pKi is 9.2.